From a dataset of Reaction yield outcomes from USPTO patents with 853,638 reactions. Predict the reaction yield, written as a fraction of the theoretical maximum amount of product (1.0 means a 100% yield; for example, 0.34 means a 34% yield). The reactants are [ClH:1].[CH2:2]([O:9][C:10]1[CH:15]=[CH:14][C:13]([NH:16][NH2:17])=[CH:12][CH:11]=1)[C:3]1[CH:8]=[CH:7][CH:6]=[CH:5][CH:4]=1.[F:18][C:19]([F:43])([F:42])[C:20](=O)[CH2:21][C:22]([C:24]1[CH:40]=[CH:39][C:27]([O:28][CH2:29][CH2:30][NH:31]C(=O)OC(C)(C)C)=[CH:26][CH:25]=1)=O. No catalyst specified. The product is [ClH:1].[CH2:2]([O:9][C:10]1[CH:11]=[CH:12][C:13]([N:16]2[C:22]([C:24]3[CH:40]=[CH:39][C:27]([O:28][CH2:29][CH2:30][NH2:31])=[CH:26][CH:25]=3)=[CH:21][C:20]([C:19]([F:18])([F:42])[F:43])=[N:17]2)=[CH:14][CH:15]=1)[C:3]1[CH:4]=[CH:5][CH:6]=[CH:7][CH:8]=1. The yield is 0.875.